Dataset: Full USPTO retrosynthesis dataset with 1.9M reactions from patents (1976-2016). Task: Predict the reactants needed to synthesize the given product. (1) Given the product [O:15]([C:22]1[C:27]2[C:28]([NH:31][CH2:32][CH:33]3[CH2:38][CH2:37][N:36]([CH2:53][C:50]4[S:49][C:48]([C:43]5[CH:44]=[CH:45][CH:46]=[CH:47][N:42]=5)=[N:52][CH:51]=4)[CH2:35][CH2:34]3)=[N:29][NH:30][C:26]=2[CH:25]=[CH:24][N:23]=1)[C:16]1[CH:17]=[CH:18][CH:19]=[CH:20][CH:21]=1, predict the reactants needed to synthesize it. The reactants are: FC(F)(F)C(O)=O.FC(F)(F)C(O)=O.[O:15]([C:22]1[C:27]2[C:28]([NH:31][CH2:32][CH:33]3[CH2:38][CH2:37][NH:36][CH2:35][CH2:34]3)=[N:29][NH:30][C:26]=2[CH:25]=[CH:24][N:23]=1)[C:16]1[CH:21]=[CH:20][CH:19]=[CH:18][CH:17]=1.Cl.Cl.Cl.[N:42]1[CH:47]=[CH:46][CH:45]=[CH:44][C:43]=1[C:48]1[S:49][C:50]([CH2:53]N2CCC(CN)CC2)=[CH:51][N:52]=1.C(O[BH-](OC(=O)C)OC(=O)C)(=O)C.C[N+](C)(C)C. (2) Given the product [CH3:1][O:2][C:3](=[O:24])[C:4]([C:11]1[CH:12]=[CH:13][C:14]([OH:17])=[CH:15][CH:16]=1)([CH2:8][O:9][CH3:10])[CH2:5][O:6][CH3:7], predict the reactants needed to synthesize it. The reactants are: [CH3:1][O:2][C:3](=[O:24])[C:4]([C:11]1[CH:16]=[CH:15][C:14]([O:17]COCCOC)=[CH:13][CH:12]=1)([CH2:8][O:9][CH3:10])[CH2:5][O:6][CH3:7].Cl. (3) The reactants are: C(NC(C)C)(C)C.C([Li])CCCCC.[CH3:15][P:16](=[O:21])([O:19][CH3:20])[O:17][CH3:18].[O:22]=[C:23]1[CH2:27][CH2:26][CH2:25][N:24]1[C:28]([O:30][C:31]([CH3:34])([CH3:33])[CH3:32])=[O:29].S(=O)(=O)(O)O. Given the product [C:31]([O:30][C:28]([NH:24][CH2:25][CH2:26][CH2:27][C:23](=[O:22])[CH2:15][P:16](=[O:21])([O:19][CH3:20])[O:17][CH3:18])=[O:29])([CH3:34])([CH3:33])[CH3:32], predict the reactants needed to synthesize it. (4) Given the product [Cl:11][C:10]1[C:4]([Cl:3])=[CH:5][C:6]([NH2:7])=[C:8]([I:1])[CH:9]=1, predict the reactants needed to synthesize it. The reactants are: [I:1]Cl.[Cl:3][C:4]1[CH:5]=[C:6]([CH:8]=[CH:9][C:10]=1[Cl:11])[NH2:7]. (5) Given the product [CH2:1]([O:3][C:4]([C:6]1[C:7]([Cl:29])=[C:8]2[C:14]([C:15]3[CH:20]=[CH:19][C:18]([CH3:21])=[CH:17][CH:16]=3)=[N:13][N:12]([C:22]([CH3:25])([CH3:24])[CH3:23])[C:9]2=[N:10][CH:11]=1)=[O:5])[CH3:2], predict the reactants needed to synthesize it. The reactants are: [CH2:1]([O:3][C:4]([C:6]1[C:7](O)=[C:8]2[C:14]([C:15]3[CH:20]=[CH:19][C:18]([CH3:21])=[CH:17][CH:16]=3)=[N:13][N:12]([C:22]([CH3:25])([CH3:24])[CH3:23])[C:9]2=[N:10][CH:11]=1)=[O:5])[CH3:2].O=P(Cl)(Cl)[Cl:29]. (6) The reactants are: [C:1]([S:5][CH2:6][C:7]1[CH:8]=[C:9]([CH:13]=[CH:14][C:15]=1[O:16][C:17]1[CH:22]=[C:21]([CH2:23][C:24]([O:26][CH2:27][CH3:28])=[O:25])[CH:20]=[CH:19][C:18]=1[O:29][CH3:30])[C:10]([OH:12])=O)([CH3:4])([CH3:3])[CH3:2].[F:31][C:32]1[CH:37]=[CH:36][C:35]([CH2:38][C:39]([NH2:42])([CH3:41])[CH3:40])=[CH:34][CH:33]=1. Given the product [CH2:27]([O:26][C:24](=[O:25])[CH2:23][C:21]1[CH:20]=[CH:19][C:18]([O:29][CH3:30])=[C:17]([O:16][C:15]2[CH:14]=[CH:13][C:9]([C:10](=[O:12])[NH:42][C:39]([CH3:41])([CH3:40])[CH2:38][C:35]3[CH:36]=[CH:37][C:32]([F:31])=[CH:33][CH:34]=3)=[CH:8][C:7]=2[CH2:6][S:5][C:1]([CH3:3])([CH3:2])[CH3:4])[CH:22]=1)[CH3:28], predict the reactants needed to synthesize it. (7) Given the product [ClH:41].[ClH:41].[NH2:7][CH2:8][CH2:9][N:10]1[C:18]2[C:17]([NH:19][C:20]3[CH:25]=[CH:24][C:23]([O:26][C:27]4[CH:32]=[CH:31][CH:30]=[C:29]([O:33][CH2:34][C:35]([CH3:37])([CH3:36])[CH3:38])[CH:28]=4)=[C:22]([CH3:39])[CH:21]=3)=[N:16][CH:15]=[N:14][C:13]=2[CH:12]=[CH:11]1, predict the reactants needed to synthesize it. The reactants are: C(OC(=O)[NH:7][CH2:8][CH2:9][N:10]1[C:18]2[C:17]([NH:19][C:20]3[CH:25]=[CH:24][C:23]([O:26][C:27]4[CH:32]=[CH:31][CH:30]=[C:29]([O:33][CH2:34][C:35]([CH3:38])([CH3:37])[CH3:36])[CH:28]=4)=[C:22]([CH3:39])[CH:21]=3)=[N:16][CH:15]=[N:14][C:13]=2[CH:12]=[CH:11]1)(C)(C)C.[ClH:41]. (8) Given the product [CH3:1][O:2][C:3](=[O:26])[CH2:4][C@H:5]1[C:9]2[CH:10]=[CH:11][C:12]([O:14][C@H:15]3[C:23]4[C:18](=[C:19]([O:25][C:28]5[CH:29]=[CH:30][C:31]([O:34][CH2:35][CH2:36][C:37]([OH:39])([CH3:38])[CH3:40])=[CH:32][N:33]=5)[CH:20]=[CH:21][C:22]=4[F:24])[CH2:17][CH2:16]3)=[CH:13][C:8]=2[O:7][CH2:6]1, predict the reactants needed to synthesize it. The reactants are: [CH3:1][O:2][C:3](=[O:26])[CH2:4][C@H:5]1[C:9]2[CH:10]=[CH:11][C:12]([O:14][C@H:15]3[C:23]4[C:18](=[C:19]([OH:25])[CH:20]=[CH:21][C:22]=4[F:24])[CH2:17][CH2:16]3)=[CH:13][C:8]=2[O:7][CH2:6]1.F[C:28]1[N:33]=[CH:32][C:31]([O:34][CH2:35][CH2:36][C:37]([CH3:40])([OH:39])[CH3:38])=[CH:30][CH:29]=1.